From a dataset of Merck oncology drug combination screen with 23,052 pairs across 39 cell lines. Regression. Given two drug SMILES strings and cell line genomic features, predict the synergy score measuring deviation from expected non-interaction effect. Drug 1: CCC1(O)CC2CN(CCc3c([nH]c4ccccc34)C(C(=O)OC)(c3cc4c(cc3OC)N(C)C3C(O)(C(=O)OC)C(OC(C)=O)C5(CC)C=CCN6CCC43C65)C2)C1. Drug 2: CC(C)CC(NC(=O)C(Cc1ccccc1)NC(=O)c1cnccn1)B(O)O. Cell line: SKMEL30. Synergy scores: synergy=-15.9.